Dataset: CYP2C19 inhibition data for predicting drug metabolism from PubChem BioAssay. Task: Regression/Classification. Given a drug SMILES string, predict its absorption, distribution, metabolism, or excretion properties. Task type varies by dataset: regression for continuous measurements (e.g., permeability, clearance, half-life) or binary classification for categorical outcomes (e.g., BBB penetration, CYP inhibition). Dataset: cyp2c19_veith. (1) The drug is O=C(CC(c1ccccc1)c1ccccc1)Nc1ccc2c(c1)OCCO2. The result is 1 (inhibitor). (2) The compound is O=S(=O)(c1ccccc1)N1CCC2(CCCN(Cc3ccccc3)C2)CC1. The result is 0 (non-inhibitor). (3) The compound is Cc1ccc(OCCCC(=O)NCc2ccco2)cc1. The result is 1 (inhibitor). (4) The compound is CCOC(=O)CNC(=O)c1cccnc1.Cl. The result is 0 (non-inhibitor). (5) The molecule is CC(=O)N1CCC2(CC1)CN(Cc1ccc(C#N)cc1)C2. The result is 0 (non-inhibitor). (6) The drug is c1ccc(-c2cnc(-c3ccc(-c4ncc(-c5ccccc5)o4)cc3)o2)cc1. The result is 0 (non-inhibitor).